Dataset: Full USPTO retrosynthesis dataset with 1.9M reactions from patents (1976-2016). Task: Predict the reactants needed to synthesize the given product. (1) Given the product [Cl:1][C:2]1[CH:3]=[CH:4][C:5]([C:8]2[N:9]([C:22]3[CH:23]=[CH:24][C:25]([S:28]([CH3:31])(=[O:30])=[O:29])=[CH:26][CH:27]=3)[CH:10]=[C:11]([C:13]([OH:33])=[O:14])[N:12]=2)=[CH:6][CH:7]=1, predict the reactants needed to synthesize it. The reactants are: [Cl:1][C:2]1[CH:7]=[CH:6][C:5]([C:8]2[N:9]([C:22]3[CH:27]=[CH:26][C:25]([S:28]([CH3:31])(=[O:30])=[O:29])=[CH:24][CH:23]=3)[CH:10]=[C:11]([CH2:13][O:14]C3C=CC(C)=CC=3)[N:12]=2)=[CH:4][CH:3]=1.C[OH:33]. (2) Given the product [Cl:59][C:53]1[CH:54]=[C:55]([Cl:58])[CH:56]=[CH:57][C:52]=1[CH:50]([CH3:51])[C:45]([C:43]1[CH:42]=[CH:41][NH:40][C:39](=[O:38])[CH:44]=1)([OH:60])[C:46]([F:49])([F:48])[F:47], predict the reactants needed to synthesize it. The reactants are: COC(=O)CC1C=CC(Cl)=CC=1Cl.C(OC1C=C(C=CN=1)C(O)=O)C1C=CC=CC=1.C([O:38][C:39]1[CH:44]=[C:43]([C:45]([OH:60])([CH:50]([C:52]2[CH:57]=[CH:56][C:55]([Cl:58])=[CH:54][C:53]=2[Cl:59])[CH3:51])[C:46]([F:49])([F:48])[F:47])[CH:42]=[CH:41][N:40]=1)C1C=CC=CC=1.CI.